From a dataset of Forward reaction prediction with 1.9M reactions from USPTO patents (1976-2016). Predict the product of the given reaction. (1) Given the reactants [Br:1][C:2]1[CH:7]=[CH:6][CH:5]=[C:4](I)[CH:3]=1.CCCCCCC.[CH3:16][O:17][C:18]1[CH:26]=[C:25]2[C:21]([CH2:22][CH2:23][C:24]2=O)=[CH:20][CH:19]=1.Cl, predict the reaction product. The product is: [CH3:16][O:17][C:18]1[CH:26]=[C:25]2[C:21](=[CH:20][CH:19]=1)[CH2:22][CH:23]=[C:24]2[C:4]1[CH:5]=[CH:6][CH:7]=[C:2]([Br:1])[CH:3]=1. (2) Given the reactants [NH:1]1[C:5]2=[N:6][CH:7]=[C:8]([O:10][C:11]3[CH:20]=[C:19]([N:21]4[CH2:26][CH2:25][N:24]([CH2:27][C:28]5[CH2:29][C:30]6([CH2:36][CH2:37][C:38]=5[C:39]5[CH:44]=[CH:43][C:42]([Cl:45])=[CH:41][CH:40]=5)[CH2:35][CH2:34][NH:33][CH2:32][CH2:31]6)[CH2:23][CH2:22]4)[CH:18]=[CH:17][C:12]=3[C:13]([O:15][CH3:16])=[O:14])[CH:9]=[C:4]2[CH:3]=[CH:2]1.[CH3:46][C:47]([CH3:49])=O.C(O[BH-](OC(=O)C)OC(=O)C)(=O)C.[Na+], predict the reaction product. The product is: [NH:1]1[C:5]2=[N:6][CH:7]=[C:8]([O:10][C:11]3[CH:20]=[C:19]([N:21]4[CH2:22][CH2:23][N:24]([CH2:27][C:28]5[CH2:29][C:30]6([CH2:36][CH2:37][C:38]=5[C:39]5[CH:40]=[CH:41][C:42]([Cl:45])=[CH:43][CH:44]=5)[CH2:31][CH2:32][N:33]([CH:47]([CH3:49])[CH3:46])[CH2:34][CH2:35]6)[CH2:25][CH2:26]4)[CH:18]=[CH:17][C:12]=3[C:13]([O:15][CH3:16])=[O:14])[CH:9]=[C:4]2[CH:3]=[CH:2]1. (3) Given the reactants [F:1][C:2]1[CH:7]=[CH:6][C:5]([C:8]2[O:9][C:10]3[CH:20]=[C:19]([N:21]([CH3:26])[S:22]([CH3:25])(=[O:24])=[O:23])[C:18]([C:27]4[CH:28]=[N:29][CH:30]=[C:31]([CH:36]=4)[C:32]([O:34][CH3:35])=[O:33])=[CH:17][C:11]=3[C:12]=2[C:13](=[O:16])[NH:14][CH3:15])=[CH:4][CH:3]=1.CC(O)=O.OCC1(OC[C@@H](O)[C@@H](O)[C@H]1O)O, predict the reaction product. The product is: [F:1][C:2]1[CH:7]=[CH:6][C:5]([C:8]2[O:9][C:10]3[CH:20]=[C:19]([N:21]([CH3:26])[S:22]([CH3:25])(=[O:23])=[O:24])[C:18]([CH:27]4[CH2:28][NH:29][CH2:30][CH:31]([C:32]([O:34][CH3:35])=[O:33])[CH2:36]4)=[CH:17][C:11]=3[C:12]=2[C:13](=[O:16])[NH:14][CH3:15])=[CH:4][CH:3]=1. (4) Given the reactants [CH:1]1([C:6]([CH:8]([NH:13]C(=O)OC(C)(C)C)[CH:9]([CH3:12])[CH2:10][CH3:11])=[O:7])[CH2:5][CH2:4][CH2:3][CH2:2]1.[ClH:21], predict the reaction product. The product is: [Cl-:21].[CH:1]1([C:6](=[O:7])[CH:8]([NH3+:13])[CH:9]([CH3:12])[CH2:10][CH3:11])[CH2:5][CH2:4][CH2:3][CH2:2]1. (5) Given the reactants [ClH:1].[F:2][C:3]1[CH:8]=[CH:7][CH:6]=[CH:5][C:4]=1[CH:9]1[CH2:14][CH2:13][CH2:12][NH:11][CH2:10]1.IC1C=NC=CC=1.[Cl:22]C1C=CC(B(O)O)=C(F)C=1, predict the reaction product. The product is: [ClH:22].[Cl:1][C:7]1[CH:6]=[CH:5][C:4]([CH:9]2[CH2:14][CH2:13][CH2:12][NH:11][CH2:10]2)=[C:3]([F:2])[CH:8]=1. (6) The product is: [CH2:5]([N:12]([CH3:18])[C:13]1[N:16]([CH3:17])[C:19](=[O:21])[NH:2][N:3]=1)[C:6]1[CH:7]=[CH:8][CH:9]=[CH:10][CH:11]=1. Given the reactants O.[NH2:2][NH2:3].I.[CH2:5]([N:12]([CH3:18])[C:13](=[N:16][CH3:17])OC)[C:6]1[CH:11]=[CH:10][CH:9]=[CH:8][CH:7]=1.[CH2:19]([OH:21])C, predict the reaction product. (7) Given the reactants ClC1N=NC(NS(CC2C=C(C#N)C=CC=2Cl)(=O)=O)=C(O)C=1.[Cl:23][C:24]1[CH:25]=[C:26]([CH2:31][S:32]([NH:35][C:36]2[C:41]([O:42]C)=[CH:40][N:39]=[C:38]([C:44]([F:47])([F:46])[F:45])[N:37]=2)(=[O:34])=[O:33])[CH:27]=[CH:28][C:29]=1[Cl:30].ClC1N=NC(NS(CC2C=C(C#N)C=CC=2Cl)(=O)=O)=C(OC)C=1, predict the reaction product. The product is: [Cl:23][C:24]1[CH:25]=[C:26]([CH2:31][S:32]([NH:35][C:36]2[C:41]([OH:42])=[CH:40][N:39]=[C:38]([C:44]([F:46])([F:47])[F:45])[N:37]=2)(=[O:33])=[O:34])[CH:27]=[CH:28][C:29]=1[Cl:30].